From a dataset of Peptide-MHC class I binding affinity with 185,985 pairs from IEDB/IMGT. Regression. Given a peptide amino acid sequence and an MHC pseudo amino acid sequence, predict their binding affinity value. This is MHC class I binding data. The binding affinity (normalized) is 0.770. The MHC is HLA-A31:01 with pseudo-sequence HLA-A31:01. The peptide sequence is LSHCWPWFK.